From a dataset of Forward reaction prediction with 1.9M reactions from USPTO patents (1976-2016). Predict the product of the given reaction. (1) The product is: [CH3:32][C@@H:5]1[CH2:4][NH:3][CH2:2][CH2:7][N:6]1[C:8]1[C:17]2[C:12](=[CH:13][CH:14]=[CH:15][CH:16]=2)[C:11]([C:18]2[CH:19]=[CH:20][CH:21]=[CH:22][CH:23]=2)=[N:10][N:9]=1. Given the reactants C[C@@H:2]1[CH2:7][N:6]([C:8]2[C:17]3[C:12](=[CH:13][CH:14]=[CH:15][CH:16]=3)[C:11]([C:18]3[CH:23]=[CH:22][CH:21]=[CH:20][CH:19]=3)=[N:10][N:9]=2)[CH2:5][CH2:4][N:3]1C(OC(C)(C)C)=O.F[C:32](F)(F)C(O)=O.C([O-])(O)=O.[Na+], predict the reaction product. (2) Given the reactants [Cl:1][C:2]1[CH:7]=[CH:6][CH:5]=[CH:4][C:3]=1[CH:8]([O:10][C:11](=[O:27])[NH:12][C:13]1[C:14]([CH3:26])=[N:15][O:16][C:17]=1[C:18]1[CH:23]=[CH:22][C:21]([CH2:24]Cl)=[CH:20][CH:19]=1)[CH3:9].[CH2:28]([O:30][C:31](=[O:50])[CH2:32][C:33]1[CH:38]=[CH:37][C:36]([O:39][CH3:40])=[C:35](B2OC(C)(C)C(C)(C)O2)[CH:34]=1)[CH3:29], predict the reaction product. The product is: [CH2:28]([O:30][C:31](=[O:50])[CH2:32][C:33]1[CH:38]=[CH:37][C:36]([O:39][CH3:40])=[C:35]([CH2:24][C:21]2[CH:22]=[CH:23][C:18]([C:17]3[O:16][N:15]=[C:14]([CH3:26])[C:13]=3[NH:12][C:11]([O:10][CH:8]([C:3]3[CH:4]=[CH:5][CH:6]=[CH:7][C:2]=3[Cl:1])[CH3:9])=[O:27])=[CH:19][CH:20]=2)[CH:34]=1)[CH3:29].